This data is from Reaction yield outcomes from USPTO patents with 853,638 reactions. The task is: Predict the reaction yield, written as a fraction of the theoretical maximum amount of product (1.0 means a 100% yield; for example, 0.34 means a 34% yield). (1) The reactants are P(Cl)(Cl)(Cl)=O.[CH3:6][C:7]1[C:11]2[C:12](=[O:23])[N:13]([CH2:16][CH2:17][N:18]3[CH2:22][CH2:21][CH2:20][CH2:19]3)[CH2:14][CH2:15][C:10]=2[NH:9][CH:8]=1.O.[OH-].[Na+].CN(C)[CH:29]=[O:30]. No catalyst specified. The product is [CH3:6][C:7]1[C:11]2[C:12](=[O:23])[N:13]([CH2:16][CH2:17][N:18]3[CH2:22][CH2:21][CH2:20][CH2:19]3)[CH2:14][CH2:15][C:10]=2[NH:9][C:8]=1[CH:29]=[O:30]. The yield is 0.514. (2) The product is [Cl:13][C:14]1[CH:19]=[CH:18][C:17]([O:20][C:4]2[CH:5]=[C:6]([N+:10]([O-:12])=[O:11])[CH:7]=[CH:8][CH:9]=2)=[CH:16][C:15]=1[CH2:21][CH3:22]. The reactants are [N+]([C:4]1[CH:9]=[CH:8][CH:7]=[C:6]([N+:10]([O-:12])=[O:11])[CH:5]=1)([O-])=O.[Cl:13][C:14]1[CH:19]=[CH:18][C:17]([OH:20])=[CH:16][C:15]=1[CH2:21][CH3:22].C(=O)([O-])[O-].[Cs+].[Cs+]. The catalyst is CS(C)=O. The yield is 0.780.